Dataset: Full USPTO retrosynthesis dataset with 1.9M reactions from patents (1976-2016). Task: Predict the reactants needed to synthesize the given product. (1) Given the product [CH3:1][O:2][CH:3]1[CH2:8][CH2:7][CH:6]([CH:9]2[CH2:13][CH2:12][NH:16][C:10]2=[O:11])[CH2:5][CH2:4]1, predict the reactants needed to synthesize it. The reactants are: [CH3:1][O:2][CH:3]1[CH2:8][CH2:7][CH:6]([CH:9]2[CH2:13][CH2:12][O:11][C:10]2=O)[CH2:5][CH2:4]1.[OH-].[NH4+:16]. (2) The reactants are: [NH3:1].[Cl:2][C:3]1[CH:8]=[CH:7][C:6]([C:9]2[S:13][C:12]([C:14](OCC)=[O:15])=[N:11][C:10]=2[C:19]2[CH:24]=[CH:23][C:22]([Cl:25])=[CH:21][C:20]=2[Cl:26])=[CH:5][CH:4]=1.[Na]. Given the product [Cl:2][C:3]1[CH:8]=[CH:7][C:6]([C:9]2[S:13][C:12]([C:14]([NH2:1])=[O:15])=[N:11][C:10]=2[C:19]2[CH:24]=[CH:23][C:22]([Cl:25])=[CH:21][C:20]=2[Cl:26])=[CH:5][CH:4]=1, predict the reactants needed to synthesize it. (3) Given the product [CH3:9][S:10]([C:13]1[CH:18]=[CH:17][C:16]([C:2]2[N:7]=[C:6]([NH2:8])[CH:5]=[N:4][CH:3]=2)=[CH:15][CH:14]=1)(=[O:12])=[O:11], predict the reactants needed to synthesize it. The reactants are: Cl[C:2]1[N:7]=[C:6]([NH2:8])[CH:5]=[N:4][CH:3]=1.[CH3:9][S:10]([C:13]1[CH:18]=[CH:17][C:16](B(O)O)=[CH:15][CH:14]=1)(=[O:12])=[O:11]. (4) Given the product [Br:1][C:2]1[CH:3]=[CH:4][C:5]2[N:6]([CH:8]=[C:9]([NH2:11])[N:10]=2)[CH:7]=1, predict the reactants needed to synthesize it. The reactants are: [Br:1][C:2]1[CH:3]=[CH:4][C:5]2[N:6]([CH:8]=[C:9]([NH:11]C(=O)C(F)(F)F)[N:10]=2)[CH:7]=1.P([O-])([O-])([O-])=O.[K+].[K+].[K+]. (5) Given the product [CH3:24][N:25]1[CH:29]=[C:28]([C:2]2[N:7]=[C:6]([NH:8][CH2:9][C:10]3[CH:11]=[C:12]4[C:17](=[CH:18][CH:19]=3)[N:16]=[CH:15][CH:14]=[CH:13]4)[C:5]([N+:20]([O-:22])=[O:21])=[C:4]([NH2:23])[CH:3]=2)[CH:27]=[N:26]1, predict the reactants needed to synthesize it. The reactants are: Cl[C:2]1[N:7]=[C:6]([NH:8][CH2:9][C:10]2[CH:11]=[C:12]3[C:17](=[CH:18][CH:19]=2)[N:16]=[CH:15][CH:14]=[CH:13]3)[C:5]([N+:20]([O-:22])=[O:21])=[C:4]([NH2:23])[CH:3]=1.[CH3:24][N:25]1[CH:29]=[C:28](B2OC(C)(C)C(C)(C)O2)[CH:27]=[N:26]1.C([O-])([O-])=O.[Na+].[Na+]. (6) Given the product [CH3:1][O:2][C:3]([C@@H:5]1[CH2:18][C@H:17]([O:19][S:20]([C:23]2[CH:28]=[CH:27][C:26]([CH3:38])=[CH:25][CH:24]=2)(=[O:22])=[O:21])[C:16](=[O:29])[C@H:15]2[C@@:6]1([CH3:37])[CH2:7][CH2:8][C@H:9]1[C@:14]2([CH3:30])[CH2:13][C@@H:12]([C:31]2[CH:35]=[CH:34][O:33][CH:32]=2)[O:11][C:10]1=[O:36])=[O:4], predict the reactants needed to synthesize it. The reactants are: [CH3:1][O:2][C:3]([C@@H:5]1[CH2:18][C@H:17]([O:19][S:20]([C:23]2[CH:28]=[CH:27][CH:26]=[CH:25][CH:24]=2)(=[O:22])=[O:21])[C:16](=[O:29])[C@H:15]2[C@@:6]1([CH3:37])[CH2:7][CH2:8][C@H:9]1[C@:14]2([CH3:30])[CH2:13][C@@H:12]([C:31]2[CH:35]=[CH:34][O:33][CH:32]=2)[O:11][C:10]1=[O:36])=[O:4].[CH3:38]C1C=CC(S(Cl)(=O)=O)=CC=1.